The task is: Predict the product of the given reaction.. This data is from Forward reaction prediction with 1.9M reactions from USPTO patents (1976-2016). (1) Given the reactants [NH:1]1[C:9]2[CH2:8][CH2:7][CH2:6][NH:5][C:4]=2[CH:3]=[N:2]1.[C:10](O[C:10]([O:12][C:13]([CH3:16])([CH3:15])[CH3:14])=[O:11])([O:12][C:13]([CH3:16])([CH3:15])[CH3:14])=[O:11], predict the reaction product. The product is: [NH:1]1[C:9]2[CH2:8][CH2:7][CH2:6][N:5]([C:10]([O:12][C:13]([CH3:16])([CH3:15])[CH3:14])=[O:11])[C:4]=2[CH:3]=[N:2]1. (2) Given the reactants C[O:2][C:3](=O)[CH2:4][CH2:5][C:6]([C:28]#[N:29])([C:13]1[CH:18]=[CH:17][C:16]([O:19][CH2:20][CH2:21][CH2:22][N:23]2[CH2:27][CH2:26][CH2:25][CH2:24]2)=[CH:15][CH:14]=1)[CH2:7][CH2:8][C:9]([O:11][CH3:12])=[O:10].[H-].[Na+], predict the reaction product. The product is: [CH3:12][O:11][C:9]([CH:8]1[CH2:7][C:6]([C:28]#[N:29])([C:13]2[CH:18]=[CH:17][C:16]([O:19][CH2:20][CH2:21][CH2:22][N:23]3[CH2:27][CH2:26][CH2:25][CH2:24]3)=[CH:15][CH:14]=2)[CH2:5][CH2:4][C:3]1=[O:2])=[O:10]. (3) Given the reactants Cl[CH2:2][CH2:3][NH:4][C:5](=[O:52])[O:6][C@@H:7]1[CH2:12][CH2:11][CH2:10][N:9]([C:13]2[N:14]=[C:15]3[CH:39]=[C:38]([C:40]([NH:42][C:43]4[S:44][CH:45]=[C:46]([C:48]([CH3:51])([CH3:50])[CH3:49])[N:47]=4)=[O:41])[CH:37]=[CH:36][N:16]3[C:17](=[O:35])[C:18]=2/[CH:19]=[CH:20]/[C:21]2[N:22]=[N:23][N:24]([CH2:26][C:27]3[CH:32]=[CH:31][C:30]([O:33][CH3:34])=[CH:29][CH:28]=3)[N:25]=2)[CH2:8]1.[CH3:53][NH:54][CH3:55], predict the reaction product. The product is: [CH3:53][N:54]([CH3:55])[CH2:2][CH2:3][NH:4][C:5](=[O:52])[O:6][C@@H:7]1[CH2:12][CH2:11][CH2:10][N:9]([C:13]2[N:14]=[C:15]3[CH:39]=[C:38]([C:40]([NH:42][C:43]4[S:44][CH:45]=[C:46]([C:48]([CH3:51])([CH3:50])[CH3:49])[N:47]=4)=[O:41])[CH:37]=[CH:36][N:16]3[C:17](=[O:35])[C:18]=2/[CH:19]=[CH:20]/[C:21]2[N:22]=[N:23][N:24]([CH2:26][C:27]3[CH:32]=[CH:31][C:30]([O:33][CH3:34])=[CH:29][CH:28]=3)[N:25]=2)[CH2:8]1. (4) Given the reactants [CH:1]1([C:4]2[N:5]=[N:6][S:7][C:8]=2[C:9]([NH2:11])=O)[CH2:3][CH2:2]1.S(Cl)(Cl)=O.C(=O)([O-])O.[Na+], predict the reaction product. The product is: [CH:1]1([C:4]2[N:5]=[N:6][S:7][C:8]=2[C:9]#[N:11])[CH2:3][CH2:2]1. (5) The product is: [CH3:24][O:23][C:19]1[CH:18]=[C:17]([C:16]2[C:15]([C:25]3[CH:30]=[CH:29][N:28]=[CH:27][CH:26]=3)=[N:14][N:13]3[C:8]([C:6]4[CH:5]=[CH:4][N:3]=[C:2]([NH:33][C@@H:34]5[CH:39]6[CH2:40][CH2:41][N:36]([CH2:37][CH2:38]6)[CH2:35]5)[CH:7]=4)=[CH:9][CH:10]=[N:11][C:12]=23)[CH:22]=[CH:21][CH:20]=1. Given the reactants Cl[C:2]1[CH:7]=[C:6]([C:8]2[N:13]3[N:14]=[C:15]([C:25]4[CH:30]=[CH:29][N:28]=[CH:27][CH:26]=4)[C:16]([C:17]4[CH:22]=[CH:21][CH:20]=[C:19]([O:23][CH3:24])[CH:18]=4)=[C:12]3[N:11]=[CH:10][CH:9]=2)[CH:5]=[CH:4][N:3]=1.Cl.Cl.[NH2:33][C@H:34]1[CH:39]2[CH2:40][CH2:41][N:36]([CH2:37][CH2:38]2)[CH2:35]1.CCN(C(C)C)C(C)C, predict the reaction product. (6) Given the reactants [N:1]#[C:2][NH2:3].[CH3:4][N:5]([C:12]1[S:13][C:14]([C:17]2[CH:18]=[N:19][CH:20]=[CH:21][CH:22]=2)=[N:15][N:16]=1)[C:6](=[O:11])[CH2:7][CH2:8]SC.C(O)(=O)C.C(O)(=O)C.IC1C=CC=CC=1, predict the reaction product. The product is: [C:2]([NH:3][CH2:8][CH2:7][C:6]([N:5]([CH3:4])[C:12]1[S:13][C:14]([C:17]2[CH:18]=[N:19][CH:20]=[CH:21][CH:22]=2)=[N:15][N:16]=1)=[O:11])#[N:1]. (7) The product is: [BrH:13].[BrH:13].[CH3:10][C:6]([NH2:5])([CH3:11])[CH2:7][CH2:8][NH2:9]. Given the reactants C(OC(=O)[NH:5][C:6]([CH3:11])([CH3:10])[CH2:7][CH2:8][NH2:9])C.[BrH:13], predict the reaction product. (8) Given the reactants Br[CH:2]([CH2:5]Br)[CH2:3][OH:4].[CH3:7][C:8]12[C:19]3([CH3:20])[N:12]([CH2:13][CH2:14][N:15]3[CH2:16][CH2:17][NH:18]1)[CH2:11][CH2:10][NH:9]2.C([O-])([O-])=O.[K+].[K+], predict the reaction product. The product is: [CH3:20][C:19]12[C:8]3([CH3:7])[N:18]4[CH:2]([CH2:3][OH:4])[CH2:5][N:9]3[CH2:10][CH2:11][N:12]1[CH2:13][CH2:14][N:15]2[CH2:16][CH2:17]4.